Dataset: Catalyst prediction with 721,799 reactions and 888 catalyst types from USPTO. Task: Predict which catalyst facilitates the given reaction. (1) Reactant: [F:1][C:2]([F:14])([O:6][C:7]1[CH:8]=[C:9]([CH:11]=[CH:12][CH:13]=1)[NH2:10])[CH:3]([F:5])[F:4].Cl[C:16](OC1C=CC=CC=1)=[O:17].N1C=CC=CC=1.[Cl:31][C:32]1[CH:38]=[C:37]([O:39][C:40]2[C:41]3[N:48]([CH3:49])[CH:47]=[CH:46][C:42]=3[N:43]=[CH:44][N:45]=2)[CH:36]=[CH:35][C:33]=1[NH2:34]. Product: [Cl:31][C:32]1[CH:38]=[C:37]([O:39][C:40]2[C:41]3[N:48]([CH3:49])[CH:47]=[CH:46][C:42]=3[N:43]=[CH:44][N:45]=2)[CH:36]=[CH:35][C:33]=1[NH:34][C:16]([NH:10][C:9]1[CH:11]=[CH:12][CH:13]=[C:7]([O:6][C:2]([F:14])([F:1])[CH:3]([F:4])[F:5])[CH:8]=1)=[O:17]. The catalyst class is: 80. (2) Reactant: Cl[C:2]1[CH:7]=[C:6]([CH:8]=[O:9])[CH:5]=[C:4]([CH3:10])[N:3]=1.C([NH:15][C:16](=[O:18])[O-:17])(C)(C)C.C(=O)([O-])[O-].[Cs+].[Cs+].[CH3:25][C:26]1(C)[C:52]2C(=C(P(C3C=CC=CC=3)C3C=CC=CC=3)C=CC=2)OC2C(P(C3C=CC=CC=3)C3C=CC=CC=3)=CC=C[C:27]1=2. Product: [CH:8]([C:6]1[CH:5]=[C:4]([CH3:10])[N:3]=[C:2]([NH:15][C:16](=[O:18])[O:17][C:26]([CH3:52])([CH3:27])[CH3:25])[CH:7]=1)=[O:9]. The catalyst class is: 333. (3) Reactant: [CH2:1]([N:4]([CH2:12][CH:13]=[CH2:14])[C:5]1[CH:10]=[CH:9][CH:8]=[C:7]([Br:11])[CH:6]=1)[CH:2]=[CH2:3].[CH3:15][N:16]([CH3:24])[C:17]1[CH:22]=[CH:21][CH:20]=[C:19]([Br:23])[CH:18]=1.[CH2:25]=O.[OH-].[Na+]. Product: [Br:23][C:19]1[CH:18]=[C:17]([N:16]([CH3:24])[CH3:15])[CH:22]=[CH:21][C:20]=1[CH2:25][C:8]1[CH:9]=[CH:10][C:5]([N:4]([CH2:1][CH:2]=[CH2:3])[CH2:12][CH:13]=[CH2:14])=[CH:6][C:7]=1[Br:11]. The catalyst class is: 86. (4) Product: [N:46]([C@@H:25]([CH2:26][C@H:27]([CH2:31][C:32]1[CH:37]=[CH:36][C:35]([O:38][CH3:39])=[C:34]([O:40][CH2:41][CH2:42][CH2:43][O:44][CH3:45])[CH:33]=1)[CH:28]([CH3:29])[CH3:30])[C@@H:24]([O:49][C:8](=[O:10])[CH3:9])[CH2:23][C@H:22]([C:21](=[O:53])[NH:20][CH2:19][C:18]([C:15](=[O:17])[NH2:16])([CH3:55])[CH3:54])[CH:50]([CH3:51])[CH3:52])=[N+:47]=[N-:48]. The catalyst class is: 251. Reactant: C(N(CC)CC)C.[C:8](OC(=O)C)(=[O:10])[CH3:9].[C:15]([C:18]([CH3:55])([CH3:54])[CH2:19][NH:20][C:21](=[O:53])[C@H:22]([CH:50]([CH3:52])[CH3:51])[CH2:23][C@H:24]([OH:49])[C@@H:25]([N:46]=[N+:47]=[N-:48])[CH2:26][C@H:27]([CH2:31][C:32]1[CH:37]=[CH:36][C:35]([O:38][CH3:39])=[C:34]([O:40][CH2:41][CH2:42][CH2:43][O:44][CH3:45])[CH:33]=1)[CH:28]([CH3:30])[CH3:29])(=[O:17])[NH2:16].O. (5) Reactant: [F:1][C:2]1[C:11]2[O:12][CH2:13][C@@H:14]([CH2:15][OH:16])[N:9]3[C:10]=2[C:5]([CH:6]=[CH:7][C:8]3=[O:17])=[CH:4][CH:3]=1.C(N(CC)CC)C.[CH3:25][S:26](Cl)(=[O:28])=[O:27]. Product: [CH3:25][S:26]([O:16][CH2:15][C@H:14]1[N:9]2[C:10]3[C:5]([CH:6]=[CH:7][C:8]2=[O:17])=[CH:4][CH:3]=[C:2]([F:1])[C:11]=3[O:12][CH2:13]1)(=[O:28])=[O:27]. The catalyst class is: 4. (6) Reactant: [NH2:1][C:2]1[C:3]([C:10]#[C:11][C:12]2[CH:17]=[CH:16][N:15]=[C:14]([NH:18][C:19](=[O:21])[CH3:20])[CH:13]=2)=[N:4][CH:5]=[CH:6][C:7]=1[O:8][CH3:9].[F:22][C:23]([F:34])([F:33])[C:24](O[C:24](=[O:25])[C:23]([F:34])([F:33])[F:22])=[O:25].CCOCC. Product: [C:19]([NH:18][C:14]1[CH:13]=[C:12]([C:11]#[C:10][C:3]2[C:2]([NH:1][C:24](=[O:25])[C:23]([F:34])([F:33])[F:22])=[C:7]([O:8][CH3:9])[CH:6]=[CH:5][N:4]=2)[CH:17]=[CH:16][N:15]=1)(=[O:21])[CH3:20]. The catalyst class is: 26. (7) Reactant: [Br:1][C:2]1[CH:7]=[CH:6][C:5]([OH:8])=[CH:4][N:3]=1.[O:9]1[CH:14]=[CH:13][CH2:12][CH2:11][CH2:10]1.C1(C)C=CC(S(O)(=O)=O)=CC=1. Product: [Br:1][C:2]1[CH:7]=[CH:6][C:5]([O:8][CH:10]2[CH2:11][CH2:12][CH2:13][CH2:14][O:9]2)=[CH:4][N:3]=1. The catalyst class is: 526. (8) Reactant: [Cl:1][C:2]1[CH:25]=[CH:24][C:5]([CH2:6][NH:7][C:8]([C:10]2[C:11](=[O:23])[C:12]3[S:19][C:18]([CH2:20]Cl)=[C:17]([CH3:22])[C:13]=3[N:14]([CH3:16])[CH:15]=2)=[O:9])=[CH:4][CH:3]=1.[OH:26][CH2:27][CH2:28][O:29][C:30]1[CH:35]=[CH:34][C:33]([CH:36]([OH:40])[CH2:37][NH:38][CH3:39])=[CH:32][CH:31]=1.C(N(C(C)C)CC)(C)C. Product: [Cl:1][C:2]1[CH:3]=[CH:4][C:5]([CH2:6][NH:7][C:8]([C:10]2[C:11](=[O:23])[C:12]3[S:19][C:18]([CH2:20][N:38]([CH2:37][CH:36]([OH:40])[C:33]4[CH:34]=[CH:35][C:30]([O:29][CH2:28][CH2:27][OH:26])=[CH:31][CH:32]=4)[CH3:39])=[C:17]([CH3:22])[C:13]=3[N:14]([CH3:16])[CH:15]=2)=[O:9])=[CH:24][CH:25]=1. The catalyst class is: 18.